From a dataset of Full USPTO retrosynthesis dataset with 1.9M reactions from patents (1976-2016). Predict the reactants needed to synthesize the given product. Given the product [Cl:1][C:2]1[CH:27]=[C:26]([Cl:28])[CH:25]=[CH:24][C:3]=1[O:4][C:5]1[CH:10]=[CH:9][CH:8]=[CH:7][C:6]=1[NH:11][S:12]([C:15]1[CH:16]=[CH:17][C:18]([C:19]([NH:44][CH2:43][CH2:42][N:39]2[CH2:38][CH2:37][N:36]([C:34]3[CH:33]=[CH:32][CH:31]=[C:30]([CH3:29])[N:35]=3)[CH2:41][CH2:40]2)=[O:21])=[CH:22][CH:23]=1)(=[O:13])=[O:14], predict the reactants needed to synthesize it. The reactants are: [Cl:1][C:2]1[CH:27]=[C:26]([Cl:28])[CH:25]=[CH:24][C:3]=1[O:4][C:5]1[CH:10]=[CH:9][CH:8]=[CH:7][C:6]=1[NH:11][S:12]([C:15]1[CH:23]=[CH:22][C:18]([C:19]([OH:21])=O)=[CH:17][CH:16]=1)(=[O:14])=[O:13].[CH3:29][C:30]1[N:35]=[C:34]([N:36]2[CH2:41][CH2:40][N:39]([CH2:42][CH2:43][NH2:44])[CH2:38][CH2:37]2)[CH:33]=[CH:32][CH:31]=1.